Binary Classification. Given a T-cell receptor sequence (or CDR3 region) and an epitope sequence, predict whether binding occurs between them. From a dataset of TCR-epitope binding with 47,182 pairs between 192 epitopes and 23,139 TCRs. (1) Result: 0 (the TCR does not bind to the epitope). The epitope is KEIDRLNEV. The TCR CDR3 sequence is CASSYSGRNTEAFF. (2) The TCR CDR3 sequence is CASSLALGTDTQYF. The epitope is HPKVSSEVHI. Result: 0 (the TCR does not bind to the epitope). (3) The epitope is FPPTSFGPL. The TCR CDR3 sequence is CASGGYHGDTGELFF. Result: 1 (the TCR binds to the epitope). (4) The epitope is FLNRFTTTL. The TCR CDR3 sequence is CASSLIASPADTQYF. Result: 0 (the TCR does not bind to the epitope).